This data is from Catalyst prediction with 721,799 reactions and 888 catalyst types from USPTO. The task is: Predict which catalyst facilitates the given reaction. (1) Reactant: [C:1]([O:5][C:6]([N:8]([C:16](=[NH:48])[NH:17][CH2:18][CH2:19][CH2:20][C@H:21]([NH:37]C(OCC1C=CC=CC=1)=O)[C:22](=[O:36])[NH:23][CH2:24][CH:25]([OH:35])[CH2:26][NH:27][C:28](=[O:34])[O:29][C:30]([CH3:33])([CH3:32])[CH3:31])[C:9]([O:11][C:12]([CH3:15])([CH3:14])[CH3:13])=[O:10])=[O:7])([CH3:4])([CH3:3])[CH3:2]. Product: [C:12]([O:11][C:9]([N:8]([C:16](=[NH:48])[NH:17][CH2:18][CH2:19][CH2:20][C@@H:21]([C:22]([NH:23][CH2:24][CH:25]([OH:35])[CH2:26][NH:27][C:28]([O:29][C:30]([CH3:33])([CH3:32])[CH3:31])=[O:34])=[O:36])[NH2:37])[C:6]([O:5][C:1]([CH3:2])([CH3:4])[CH3:3])=[O:7])=[O:10])([CH3:13])([CH3:14])[CH3:15]. The catalyst class is: 63. (2) Reactant: [CH3:1][CH:2]([CH2:4][CH2:5][CH2:6][C@H:7]([C@@H:9]1[C@:26]2([CH3:27])[C@H:12]([C@H:13]3[C@H:23]([CH2:24][CH2:25]2)[C@:21]2([CH3:22])[C@@H:16]([CH2:17][CH2:18][CH2:19][CH2:20]2)[CH2:15][CH2:14]3)[CH2:11][CH2:10]1)[CH3:8])[CH3:3].[OH-:28].[Na+]. Product: [CH3:3][CH:2]([CH2:4][CH2:5][CH2:6][C@H:7]([C@@H:9]1[C@:26]2([CH3:27])[C@H:12]([C@H:13]3[C@H:23]([CH2:24][CH2:25]2)[C@:21]2([CH3:22])[C:16]([CH2:17][C@H:18]([CH2:19][CH2:20]2)[OH:28])=[CH:15][CH2:14]3)[CH2:11][CH2:10]1)[CH3:8])[CH3:1]. The catalyst class is: 8. (3) The catalyst class is: 25. Product: [CH2:1]([NH:8][C:9]1[CH:10]=[C:11]([CH:26]=[CH:27][CH:28]=1)[C:12]([C:14]1[CH:22]=[C:21]2[C:17](/[C:18](=[CH:24]/[NH:47][C:44]3[CH:45]=[CH:46][C:41]([N:38]4[CH2:37][CH2:36][N:35]([CH3:34])[CH2:40][CH2:39]4)=[CH:42][CH:43]=3)/[C:19](=[O:23])[NH:20]2)=[CH:16][CH:15]=1)=[O:13])[C:2]1[CH:3]=[CH:4][CH:5]=[CH:6][CH:7]=1. Reactant: [CH2:1]([NH:8][C:9]1[CH:10]=[C:11]([CH:26]=[CH:27][CH:28]=1)[C:12]([C:14]1[CH:22]=[C:21]2[C:17](/[C:18](=[CH:24]/O)/[C:19](=[O:23])[NH:20]2)=[CH:16][CH:15]=1)=[O:13])[C:2]1[CH:7]=[CH:6][CH:5]=[CH:4][CH:3]=1.C1COCC1.[CH3:34][N:35]1[CH2:40][CH2:39][N:38]([C:41]2[CH:46]=[CH:45][C:44]([NH2:47])=[CH:43][CH:42]=2)[CH2:37][CH2:36]1.